Task: Predict the reactants needed to synthesize the given product.. Dataset: Full USPTO retrosynthesis dataset with 1.9M reactions from patents (1976-2016) (1) Given the product [OH:3][CH2:4][C:6]1[C:10]([C:11]2[CH:12]=[CH:13][CH:14]=[CH:15][CH:16]=2)=[CH:9][O:8][N:7]=1, predict the reactants needed to synthesize it. The reactants are: C([O:3][C:4]([C:6]1[C:10]([C:11]2[CH:16]=[CH:15][CH:14]=[CH:13][CH:12]=2)=[CH:9][O:8][N:7]=1)=O)C.[BH4-].[Li+].C(O)(=O)C.O. (2) The reactants are: [C:1]([O:4][CH:5]([C:13]([CH3:15])=[O:14])[C:6]([O:8][C:9]([CH3:12])([CH3:11])[CH3:10])=[O:7])(=[O:3])[CH3:2].[H-].[Na+].[H][H].[CH2:20](Br)/[CH:21]=[C:22](\[CH2:24][CH2:25][CH:26]=[C:27]([CH3:29])[CH3:28])/[CH3:23]. Given the product [C:1]([O:4][C:5]([C:13](=[O:14])[CH3:15])([CH2:20]/[CH:21]=[C:22](/[CH3:23])\[CH2:24][CH2:25][CH:26]=[C:27]([CH3:29])[CH3:28])[C:6]([O:8][C:9]([CH3:10])([CH3:12])[CH3:11])=[O:7])(=[O:3])[CH3:2], predict the reactants needed to synthesize it. (3) Given the product [N:1]1[C:9]2[C:4]([CH:5]=[CH:6][C:7]3[C:8]=2[CH:3]=[C:4]2[C:9]=3[CH:8]=[CH:7][CH:6]=[CH:5]2)=[CH:3][CH:2]=1, predict the reactants needed to synthesize it. The reactants are: [NH:1]1[C:9]2[C:4](=[CH:5][CH:6]=[CH:7][CH:8]=2)[CH:3]=[CH:2]1.N. (4) Given the product [Cl:1][C:2]1[CH:3]=[C:4]2[C:8](=[CH:9][CH:10]=1)[N:7]([CH:11]1[CH2:15][CH2:14][CH2:13][CH2:12]1)[CH:6]=[C:5]2[C:16]1[O:17][CH:18]=[C:19]([C:21]([OH:23])=[O:22])[N:20]=1, predict the reactants needed to synthesize it. The reactants are: [Cl:1][C:2]1[CH:3]=[C:4]2[C:8](=[CH:9][CH:10]=1)[N:7]([CH:11]1[CH2:15][CH2:14][CH2:13][CH2:12]1)[CH:6]=[C:5]2[C:16]1[O:17][CH:18]=[C:19]([C:21]([O:23]CC)=[O:22])[N:20]=1.ClC1C=C2C(=CC=1)N(CC1CC1)C=C2C1OC=C(C(O)=O)N=1.